The task is: Predict which catalyst facilitates the given reaction.. This data is from Catalyst prediction with 721,799 reactions and 888 catalyst types from USPTO. (1) Reactant: [Cl:1][C:2]1[CH:3]=[C:4]([CH:9]([CH:12]2[CH2:16][O:15][C:14]([CH3:18])([CH3:17])[O:13]2)[C:10]#[N:11])[CH:5]=[CH:6][C:7]=1[Cl:8].[H-].C([Al+]CC(C)C)C(C)C.C1(C)C=CC=CC=1. Product: [Cl:1][C:2]1[CH:3]=[C:4]([CH:9]([CH:12]2[CH2:16][O:15][C:14]([CH3:18])([CH3:17])[O:13]2)[CH2:10][NH2:11])[CH:5]=[CH:6][C:7]=1[Cl:8]. The catalyst class is: 11. (2) Reactant: Br[C:2]1[CH:3]=[C:4]([CH:28]=[CH:29][C:30]=1[O:31][CH3:32])[CH2:5][C@H:6]1[C@H:14]2[C@@H:10]([N:11]([CH2:16][C:17]3[CH:22]=[CH:21][CH:20]=[C:19]([CH:23]([CH3:25])[CH3:24])[CH:18]=3)[C:12](=[O:15])[O:13]2)[CH2:9][S:8](=[O:27])(=[O:26])[CH2:7]1.[C:33](P(C(C)(C)C)C(C)(C)C)(C)(C)[CH3:34]. Product: [CH:23]([C:19]1[CH:18]=[C:17]([CH:22]=[CH:21][CH:20]=1)[CH2:16][N:11]1[C@@H:10]2[C@H:14]([C@H:6]([CH2:5][C:4]3[CH:28]=[CH:29][C:30]([O:31][CH3:32])=[C:2]([CH:33]=[CH2:34])[CH:3]=3)[CH2:7][S:8](=[O:27])(=[O:26])[CH2:9]2)[O:13][C:12]1=[O:15])([CH3:25])[CH3:24]. The catalyst class is: 62. (3) Reactant: [C:1]12([C:12]([O:14]C)=[O:13])[CH2:7][C:4]([C:8]([O:10]C)=[O:9])([CH2:5][CH2:6]1)[CH2:3][CH2:2]2.[OH-].[K+].C(O)C.Cl. Product: [C:1]12([C:12]([OH:14])=[O:13])[CH2:7][C:4]([C:8]([OH:10])=[O:9])([CH2:3][CH2:2]1)[CH2:5][CH2:6]2. The catalyst class is: 6. (4) Reactant: BrC1C(OC)=C(C)C(O)=C(C=1)C=O.[CH2:14]([C:18]1[C:19]([O:29]C)=[C:20]([C:23]([CH3:28])=[CH:24][C:25]=1[O:26][CH3:27])[CH:21]=[O:22])[CH2:15][CH2:16][CH3:17].B(Cl)(Cl)Cl.C(Cl)Cl. Product: [CH2:14]([C:18]1[C:19]([OH:29])=[C:20]([C:23]([CH3:28])=[CH:24][C:25]=1[O:26][CH3:27])[CH:21]=[O:22])[CH2:15][CH2:16][CH3:17]. The catalyst class is: 13. (5) Reactant: [CH2:1]([N:5]([CH3:29])[CH2:6][CH2:7][CH2:8][CH2:9][CH2:10][N:11]1[C:19]2[C:14](=[CH:15][CH:16]=[CH:17][CH:18]=2)[C:13]2[CH2:20][CH2:21][S:22][C:23]3[CH:28]=[CH:27][CH:26]=[CH:25][C:24]=3[C:12]1=2)[CH2:2][CH2:3][CH3:4].[CH3:30][I:31]. Product: [CH3:30][I:31].[CH2:1]([N:5]([CH3:29])[CH2:6][CH2:7][CH2:8][CH2:9][CH2:10][N:11]1[C:19]2[C:14](=[CH:15][CH:16]=[CH:17][CH:18]=2)[C:13]2[CH2:20][CH2:21][S:22][C:23]3[CH:28]=[CH:27][CH:26]=[CH:25][C:24]=3[C:12]1=2)[CH2:2][CH2:3][CH3:4]. The catalyst class is: 21. (6) Reactant: Cl[C:2]1[NH:7][C:6](=[O:8])[C:5]2[CH:9]=[N:10][N:11]([CH3:12])[C:4]=2[CH:3]=1.CCN(C(C)C)C(C)C.Cl.[F:23][C:24]1[CH:29]=[CH:28][C:27]([CH:30]2[CH2:35][CH2:34][NH:33][CH2:32][CH2:31]2)=[CH:26][CH:25]=1. Product: [F:23][C:24]1[CH:29]=[CH:28][C:27]([CH:30]2[CH2:31][CH2:32][N:33]([C:2]3[NH:7][C:6](=[O:8])[C:5]4[CH:9]=[N:10][N:11]([CH3:12])[C:4]=4[CH:3]=3)[CH2:34][CH2:35]2)=[CH:26][CH:25]=1. The catalyst class is: 61. (7) Product: [Br:1][CH2:17][C:16]([C:13]1[CH:14]=[CH:15][C:10]([F:9])=[CH:11][CH:12]=1)=[CH2:18]. Reactant: [Br:1]N1C(=O)CCC1=O.[F:9][C:10]1[CH:15]=[CH:14][C:13]([C:16]([CH3:18])=[CH2:17])=[CH:12][CH:11]=1. The catalyst class is: 22. (8) Reactant: C(OC([N:8]1[C:16]2[C:11](=[CH:12][CH:13]=[CH:14][CH:15]=2)[C:10]([C:17]2[CH:22]=[C:21]([C@@H:23]3[CH2:27][CH2:26][CH2:25][N:24]3[C@@H](C3C=CC(OC)=CC=3)C)[CH:20]=[CH:19][N:18]=2)=[CH:9]1)=O)(C)(C)C. Product: [NH:24]1[CH2:25][CH2:26][CH2:27][C@H:23]1[C:21]1[CH:20]=[CH:19][N:18]=[C:17]([C:10]2[C:11]3[C:16](=[CH:15][CH:14]=[CH:13][CH:12]=3)[NH:8][CH:9]=2)[CH:22]=1. The catalyst class is: 67. (9) Reactant: Cl[C:2]1[N:7]=[C:6]([C:8]([OH:10])=[O:9])[CH:5]=[CH:4][N:3]=1.[NH2:11][C:12]1[CH:17]=[CH:16][CH:15]=[CH:14][CH:13]=1.Cl.CS(C)=O. Product: [NH:11]([C:2]1[N:7]=[C:6]([C:8]([OH:10])=[O:9])[CH:5]=[CH:4][N:3]=1)[C:12]1[CH:17]=[CH:16][CH:15]=[CH:14][CH:13]=1. The catalyst class is: 6. (10) Reactant: C[O:2][C:3](=[O:35])[C:4]1[CH:9]=[CH:8][C:7]([CH2:10][N:11]([S:24]([C:27]2[CH:32]=[CH:31][C:30]([Cl:33])=[CH:29][CH:28]=2)(=[O:26])=[O:25])[CH:12]2[CH2:18][CH:17]([C:19]([F:22])([F:21])[F:20])[CH2:16][CH2:15][NH:14][C:13]2=[O:23])=[C:6]([F:34])[CH:5]=1.[OH-].[Na+]. Product: [Cl:33][C:30]1[CH:31]=[CH:32][C:27]([S:24]([N:11]([CH2:10][C:7]2[CH:8]=[CH:9][C:4]([C:3]([OH:35])=[O:2])=[CH:5][C:6]=2[F:34])[CH:12]2[CH2:18][CH:17]([C:19]([F:21])([F:20])[F:22])[CH2:16][CH2:15][NH:14][C:13]2=[O:23])(=[O:26])=[O:25])=[CH:28][CH:29]=1. The catalyst class is: 1.